From a dataset of Catalyst prediction with 721,799 reactions and 888 catalyst types from USPTO. Predict which catalyst facilitates the given reaction. Reactant: [CH2:1]([O:4][C:5]1[C:10](Br)=[C:9]([Cl:12])[C:8]([CH2:13][C:14]2[CH:19]=[CH:18][C:17]([O:20][CH2:21][CH3:22])=[CH:16][CH:15]=2)=[CH:7][C:6]=1[CH:23]1[C@H:28]([O:29][CH2:30][C:31]2[CH:36]=[CH:35][CH:34]=[CH:33][CH:32]=2)[C@@H:27]([O:37][CH2:38][C:39]2[CH:44]=[CH:43][CH:42]=[CH:41][CH:40]=2)[C@H:26]([O:45][CH2:46][C:47]2[CH:52]=[CH:51][CH:50]=[CH:49][CH:48]=2)[C@@H:25]([CH2:53][O:54][CH2:55][C:56]2[CH:61]=[CH:60][CH:59]=[CH:58][CH:57]=2)[O:24]1)[CH:2]=[CH2:3].C([SnH](CCCC)CCCC)CCC.CC(N=NC(C#N)(C)C)(C#N)C. Product: [Cl:12][C:9]1[C:10]2[CH:2]([CH3:3])[CH2:1][O:4][C:5]=2[C:6]([CH:23]2[C@H:28]([O:29][CH2:30][C:31]3[CH:32]=[CH:33][CH:34]=[CH:35][CH:36]=3)[C@@H:27]([O:37][CH2:38][C:39]3[CH:40]=[CH:41][CH:42]=[CH:43][CH:44]=3)[C@H:26]([O:45][CH2:46][C:47]3[CH:52]=[CH:51][CH:50]=[CH:49][CH:48]=3)[C@@H:25]([CH2:53][O:54][CH2:55][C:56]3[CH:57]=[CH:58][CH:59]=[CH:60][CH:61]=3)[O:24]2)=[CH:7][C:8]=1[CH2:13][C:14]1[CH:15]=[CH:16][C:17]([O:20][CH2:21][CH3:22])=[CH:18][CH:19]=1. The catalyst class is: 11.